From a dataset of Reaction yield outcomes from USPTO patents with 853,638 reactions. Predict the reaction yield, written as a fraction of the theoretical maximum amount of product (1.0 means a 100% yield; for example, 0.34 means a 34% yield). The reactants are C(O)=O.[NH2:4][CH2:5][CH2:6][NH:7][S:8]([C:11]1[CH:16]=[CH:15][C:14]([C:17]2[CH:22]=[CH:21][N:20]=[C:19]3[NH:23][C:24]([C:26]#[C:27][CH2:28][OH:29])=[CH:25][C:18]=23)=[CH:13][CH:12]=1)(=[O:10])=[O:9]. The catalyst is CO.[Pd]. The product is [NH2:4][CH2:5][CH2:6][NH:7][S:8]([C:11]1[CH:12]=[CH:13][C:14]([C:17]2[CH:22]=[CH:21][N:20]=[C:19]3[NH:23][C:24]([CH2:26][CH2:27][CH2:28][OH:29])=[CH:25][C:18]=23)=[CH:15][CH:16]=1)(=[O:9])=[O:10]. The yield is 0.170.